Dataset: Full USPTO retrosynthesis dataset with 1.9M reactions from patents (1976-2016). Task: Predict the reactants needed to synthesize the given product. (1) Given the product [ClH:34].[C:1]([C@@:3]1([CH:31]2[CH2:32][CH2:33]2)[CH2:7][CH2:6][N:5]([C:8]2[CH:13]=[CH:12][N:11]=[C:10]([NH:14][C:15]3[CH:16]=[N:17][N:18]([C:20]([CH3:29])([CH3:28])[C:21]([OH:23])=[O:22])[CH:19]=3)[N:9]=2)[C:4]1=[O:30])#[N:2], predict the reactants needed to synthesize it. The reactants are: [C:1]([C@@:3]1([CH:31]2[CH2:33][CH2:32]2)[CH2:7][CH2:6][N:5]([C:8]2[CH:13]=[CH:12][N:11]=[C:10]([NH:14][C:15]3[CH:16]=[N:17][N:18]([C:20]([CH3:29])([CH3:28])[C:21]([O:23]C(C)(C)C)=[O:22])[CH:19]=3)[N:9]=2)[C:4]1=[O:30])#[N:2].[ClH:34]. (2) Given the product [Cl:30][C:18]1[C:19]([C:21]2[C:29]3[C:24](=[CH:25][CH:26]=[CH:27][CH:28]=3)[NH:23][N:22]=2)=[N:20][C:15]([NH:14][C@@H:10]2[CH2:11][CH2:12][CH2:13][C@H:8]([NH:7][CH2:31][C:32]3[CH:33]=[CH:34][C:35]([NH:38][C:39](=[O:42])[CH:40]=[CH2:41])=[CH:36][CH:37]=3)[CH2:9]2)=[N:16][CH:17]=1, predict the reactants needed to synthesize it. The reactants are: C(OC(=O)[N:7]([CH2:31][C:32]1[CH:37]=[CH:36][C:35]([NH:38][C:39](=[O:42])[CH:40]=[CH2:41])=[CH:34][CH:33]=1)[C@H:8]1[CH2:13][CH2:12][CH2:11][C@@H:10]([NH:14][C:15]2[N:20]=[C:19]([C:21]3[C:29]4[C:24](=[CH:25][CH:26]=[CH:27][CH:28]=4)[NH:23][N:22]=3)[C:18]([Cl:30])=[CH:17][N:16]=2)[CH2:9]1)(C)(C)C. (3) Given the product [C:1]1([S:7]([C:10]2[CH:19]=[C:18]3[C:13]([CH2:14][CH2:15][C@H:16]([CH2:20][NH:21][C:22](=[O:23])[C@H:24]([OH:26])[CH3:25])[O:17]3)=[CH:12][CH:11]=2)(=[O:8])=[O:9])[CH:6]=[CH:5][CH:4]=[CH:3][CH:2]=1, predict the reactants needed to synthesize it. The reactants are: [C:1]1([S:7]([C:10]2[CH:19]=[C:18]3[C:13]([CH2:14][CH2:15][CH:16]([CH2:20][NH:21][C:22]([C@H:24]([O:26]C(=O)C)[CH3:25])=[O:23])[O:17]3)=[CH:12][CH:11]=2)(=[O:9])=[O:8])[CH:6]=[CH:5][CH:4]=[CH:3][CH:2]=1.O.[Li+].[OH-]. (4) Given the product [Cl:1][C:2]1[CH:3]=[C:4]([C:12]2[NH:13][C:14]3[C:19]([CH:20]=2)=[C:18]([F:21])[CH:17]=[CH:16][CH:15]=3)[C:5]([CH:8]=[O:11])=[CH:6][N:7]=1, predict the reactants needed to synthesize it. The reactants are: [Cl:1][C:2]1[N:7]=[CH:6][C:5]([CH:8]([OH:11])CO)=[C:4]([C:12]2[NH:13][C:14]3[C:19]([CH:20]=2)=[C:18]([F:21])[CH:17]=[CH:16][CH:15]=3)[CH:3]=1.[O-]S([O-])=O.[Na+].[Na+].O. (5) Given the product [NH2:14][C:4]1[CH:5]=[C:6]2[C:10](=[CH:11][C:3]=1[O:2][CH3:1])[C:9](=[O:12])[N:8]([CH3:13])[CH2:7]2, predict the reactants needed to synthesize it. The reactants are: [CH3:1][O:2][C:3]1[CH:11]=[C:10]2[C:6]([CH2:7][N:8]([CH3:13])[C:9]2=[O:12])=[CH:5][C:4]=1[N+:14]([O-])=O.O.O.Cl[Sn]Cl.C(Cl)Cl.[OH-].[Na+]. (6) Given the product [C:1]([C:3]1[C:4]([N:15]2[CH2:16][CH2:17][CH:18]([C:21]([NH:69][S:66]([CH2:65][C:62]3[CH:63]=[CH:64][C:59]([CH2:57][CH3:58])=[CH:60][CH:61]=3)(=[O:67])=[O:68])=[O:22])[CH2:19][CH2:20]2)=[N:5][C:6]([CH3:14])=[C:7]([CH:8]=1)[C:9]([O:11][CH2:12][CH3:13])=[O:10])#[N:2], predict the reactants needed to synthesize it. The reactants are: [C:1]([C:3]1[C:4]([N:15]2[CH2:20][CH2:19][CH:18]([C:21](O)=[O:22])[CH2:17][CH2:16]2)=[N:5][C:6]([CH3:14])=[C:7]([C:9]([O:11][CH2:12][CH3:13])=[O:10])[CH:8]=1)#[N:2].CN(C(ON1N=NC2C=CC=NC1=2)=[N+](C)C)C.F[P-](F)(F)(F)(F)F.CCN(C(C)C)C(C)C.[CH2:57]([C:59]1[CH:64]=[CH:63][C:62]([CH2:65][S:66]([NH2:69])(=[O:68])=[O:67])=[CH:61][CH:60]=1)[CH3:58].S(Cl)(Cl)(=O)=O. (7) The reactants are: [N:1]([CH2:4][C@H:5]1[O:11][CH:9]([OH:10])[C@@H:8]([NH:12][C:13](=[O:15])[CH3:14])[C@@H:7]([OH:16])[C@@H:6]1[NH:17][C:18](=[O:20])[CH3:19])=[N+:2]=[N-:3].[C:21]([CH2:26]C(O)=O)([C:23]([OH:25])=[O:24])=[O:22].[OH-].[Na+].B([O-])([O-])[O-].B([O-])([O-])[O-].B([O-])([O-])[O-].B([O-])([O-])[O-].[Na+].[Na+].[Na+].[Na+].[Na+].[Na+].[Na+].[Na+].[Na+].[Na+].[Na+].[Na+]. Given the product [N:1]([CH2:4][C@@H:5]([OH:11])[C@@H:6]([NH:17][C:18](=[O:20])[CH3:19])[C@H:7]([OH:16])[C@H:8]([NH:12][C:13](=[O:15])[CH3:14])[C@H:9]([OH:10])[CH2:26][C:21](=[O:22])[C:23]([OH:25])=[O:24])=[N+:2]=[N-:3], predict the reactants needed to synthesize it. (8) Given the product [NH2:1][C:4]1[CH:9]=[C:8]([Cl:10])[CH:7]=[C:6]([CH3:11])[C:5]=1[O:12][CH3:13], predict the reactants needed to synthesize it. The reactants are: [N+:1]([C:4]1[CH:9]=[C:8]([Cl:10])[CH:7]=[C:6]([CH3:11])[C:5]=1[O:12][CH3:13])([O-])=O.